The task is: Predict the product of the given reaction.. This data is from Forward reaction prediction with 1.9M reactions from USPTO patents (1976-2016). (1) Given the reactants [NH:1]1[C:9]2[C:4](=[CH:5][CH:6]=[C:7]([S:10]([C:13]3[CH:21]=[CH:20][C:16]([C:17]([OH:19])=[O:18])=[CH:15][CH:14]=3)(=[O:12])=[O:11])[CH:8]=2)[CH:3]=[CH:2]1.[Cl:22]N1C(=O)CCC1=O, predict the reaction product. The product is: [Cl:22][C:3]1[CH:4]2[CH:9]([CH:8]=[C:7]([S:10]([C:13]3[CH:14]=[CH:15][C:16]([C:17]([OH:19])=[O:18])=[CH:20][CH:21]=3)(=[O:11])=[O:12])[CH:6]=[CH:5]2)[NH:1][CH:2]=1. (2) Given the reactants Cl[C:2]1[CH:11]=[CH:10][N:9]=[C:8]2[C:3]=1[C:4]1[CH:16]=[CH:15][CH:14]=[CH:13][C:5]=1[C:6](=[O:12])[NH:7]2.[C:17]([C:19]1[CH:24]=[CH:23][C:22]([O:25][CH3:26])=[CH:21][CH:20]=1)#[CH:18], predict the reaction product. The product is: [CH3:26][O:25][C:22]1[CH:23]=[CH:24][C:19]([C:17]#[C:18][C:2]2[CH:11]=[CH:10][N:9]=[C:8]3[C:3]=2[C:4]2[CH:16]=[CH:15][CH:14]=[CH:13][C:5]=2[C:6](=[O:12])[NH:7]3)=[CH:20][CH:21]=1. (3) Given the reactants [F:1][C:2]1[CH:3]=[C:4]2[C:9](=[CH:10][CH:11]=1)[CH:8]=[C:7]([C:12]([NH:14][C:15]1[CH:36]=[CH:35][C:18]([CH2:19][N:20]3[C:28]4[C:23](=[CH:24][CH:25]=[CH:26][CH:27]=4)[C:22]([CH2:29][C:30]([O:32]CC)=[O:31])=[N:21]3)=[CH:17][CH:16]=1)=[O:13])[CH:6]=[CH:5]2.O.[OH-].[Li+].O.Cl, predict the reaction product. The product is: [F:1][C:2]1[CH:3]=[C:4]2[C:9](=[CH:10][CH:11]=1)[CH:8]=[C:7]([C:12]([NH:14][C:15]1[CH:36]=[CH:35][C:18]([CH2:19][N:20]3[C:28]4[C:23](=[CH:24][CH:25]=[CH:26][CH:27]=4)[C:22]([CH2:29][C:30]([OH:32])=[O:31])=[N:21]3)=[CH:17][CH:16]=1)=[O:13])[CH:6]=[CH:5]2. (4) Given the reactants [CH2:1]([O:3][C:4]1[C:5]([F:17])=[C:6]([C:15]#[N:16])[C:7](=[CH:10][C:11]=1[O:12][CH2:13][CH3:14])[C:8]#[N:9])[CH3:2], predict the reaction product. The product is: [CH2:1]([O:3][C:4]1[C:5]([F:17])=[C:6]2[C:7](=[CH:10][C:11]=1[O:12][CH2:13][CH3:14])[CH2:8][N:9]=[C:15]2[NH2:16])[CH3:2]. (5) Given the reactants Br[C:2]1[CH:7]=[CH:6][C:5]([NH:8][C:9](=[O:11])[CH3:10])=[CH:4][CH:3]=1.[CH3:12][C:13]1([CH3:29])[C:17]([CH3:19])([CH3:18])[O:16][B:15]([B:15]2[O:16][C:17]([CH3:19])([CH3:18])[C:13]([CH3:29])([CH3:12])[O:14]2)[O:14]1.CC([O-])=O.[K+], predict the reaction product. The product is: [CH3:12][C:13]1([CH3:29])[C:17]([CH3:19])([CH3:18])[O:16][B:15]([C:2]2[CH:7]=[CH:6][C:5]([NH:8][C:9](=[O:11])[CH3:10])=[CH:4][CH:3]=2)[O:14]1. (6) Given the reactants [NH2:1][C:2]1[O:6][N:5]=[C:4]([C:7]2[CH:12]=[CH:11][CH:10]=[C:9]([O:13][C:14]([F:17])([F:16])[F:15])[CH:8]=2)[C:3]=1[C:18]([OH:20])=O.Cl.C(N=C=NCCCN(C)C)C.OC1C2N=NNC=2C=CC=1.[N:43]1([C:49]2[CH:54]=[CH:53][CH:52]=[CH:51][C:50]=2[OH:55])[CH2:48][CH2:47][NH:46][CH2:45][CH2:44]1, predict the reaction product. The product is: [NH2:1][C:2]1[O:6][N:5]=[C:4]([C:7]2[CH:12]=[CH:11][CH:10]=[C:9]([O:13][C:14]([F:15])([F:16])[F:17])[CH:8]=2)[C:3]=1[C:18]([N:46]1[CH2:45][CH2:44][N:43]([C:49]2[CH:54]=[CH:53][CH:52]=[CH:51][C:50]=2[OH:55])[CH2:48][CH2:47]1)=[O:20]. (7) Given the reactants Cl[C:2]1[CH:7]=[C:6]([I:8])[CH:5]=[C:4]([Cl:9])[N:3]=1.[CH:10]1([NH2:17])[CH2:15][CH2:14][CH2:13][CH:12]([NH2:16])[CH2:11]1, predict the reaction product. The product is: [Cl:9][C:4]1[N:3]=[C:2]([NH:16][CH:12]2[CH2:13][CH2:14][CH2:15][CH:10]([NH2:17])[CH2:11]2)[CH:7]=[C:6]([I:8])[CH:5]=1.